This data is from Reaction yield outcomes from USPTO patents with 853,638 reactions. The task is: Predict the reaction yield, written as a fraction of the theoretical maximum amount of product (1.0 means a 100% yield; for example, 0.34 means a 34% yield). (1) The reactants are C([N:8]1[CH:12]=[C:11]([CH3:13])[N:10]=[C:9]1[CH:14]1[C:19]2=[N:20][NH:21][C:22](=[O:27])[C:23]3[CH:24]=[CH:25][CH:26]=[C:17]([C:18]=32)[NH:16][CH:15]1[C:28]1[CH:33]=[CH:32][CH:31]=[CH:30][CH:29]=1)C1C=CC=CC=1. The catalyst is [OH-].[OH-].[Pd+2].CO. The product is [CH3:13][C:11]1[N:10]=[C:9]([CH:14]2[C:19]3=[N:20][NH:21][C:22](=[O:27])[C:23]4[CH:24]=[CH:25][CH:26]=[C:17]([C:18]=43)[NH:16][CH:15]2[C:28]2[CH:33]=[CH:32][CH:31]=[CH:30][CH:29]=2)[NH:8][CH:12]=1. The yield is 0.870. (2) The reactants are Cl.[NH2:2][C@@H:3]([CH:8]1[CH2:12][CH2:11][CH2:10][CH2:9]1)[C:4]([O:6][CH3:7])=[O:5].[C:13](=O)(O)[O-:14].[Na+].ClC(Cl)(OC(=O)OC(Cl)(Cl)Cl)Cl. The catalyst is C(Cl)Cl.O. The product is [CH:8]1([C@H:3]([N:2]=[C:13]=[O:14])[C:4]([O:6][CH3:7])=[O:5])[CH2:12][CH2:11][CH2:10][CH2:9]1. The yield is 0.910. (3) The reactants are [NH2:1][C:2]1[CH:3]=[C:4]([OH:9])[CH:5]=[CH:6][C:7]=1[F:8].I[C:11]1[CH:12]=[CH:13][C:14]2[N:15]([CH:17]=[C:18]([NH:20][C:21]([CH:23]3[CH2:25][CH:24]3[CH3:26])=[O:22])[N:19]=2)[N:16]=1.C(=O)([O-])[O-].[K+].[K+]. The catalyst is CN(C)C=O.[Cl-].[Na+].O. The product is [NH2:1][C:2]1[CH:3]=[C:4]([CH:5]=[CH:6][C:7]=1[F:8])[O:9][C:11]1[CH:12]=[CH:13][C:14]2[N:15]([CH:17]=[C:18]([NH:20][C:21]([CH:23]3[CH2:25][CH:24]3[CH3:26])=[O:22])[N:19]=2)[N:16]=1. The yield is 0.880. (4) The reactants are [CH3:1][O:2][C:3](=[O:23])[CH:4]([C:10]1[CH:15]=[CH:14][C:13]([NH2:16])=[C:12]([O:17][CH2:18][C:19]([F:22])([F:21])[F:20])[CH:11]=1)[CH2:5][CH:6]1[CH2:9][CH2:8][CH2:7]1.[Br:24]N1C(=O)CCC1=O.O.C(Cl)Cl. The catalyst is C(Cl)(Cl)Cl. The product is [CH3:1][O:2][C:3](=[O:23])[CH:4]([C:10]1[CH:11]=[C:12]([O:17][CH2:18][C:19]([F:22])([F:21])[F:20])[C:13]([NH2:16])=[C:14]([Br:24])[CH:15]=1)[CH2:5][CH:6]1[CH2:7][CH2:8][CH2:9]1. The yield is 0.940. (5) The reactants are [NH2:1][C:2]1[N:7]=[CH:6][C:5]([C:8]([O:10][CH3:11])=[O:9])=[CH:4][N:3]=1.Br[C:13]1[CH:14]=[C:15]([CH:24]=[CH:25][CH:26]=1)[O:16][CH2:17][CH2:18][N:19]1[CH2:23][CH2:22][CH2:21][CH2:20]1.CC1(C)C2C(=C(P(C3C=CC=CC=3)C3C=CC=CC=3)C=CC=2)OC2C(P(C3C=CC=CC=3)C3C=CC=CC=3)=CC=CC1=2.C([O-])([O-])=O.[Cs+].[Cs+]. The catalyst is C1C=CC(/C=C/C(/C=C/C2C=CC=CC=2)=O)=CC=1.C1C=CC(/C=C/C(/C=C/C2C=CC=CC=2)=O)=CC=1.C1C=CC(/C=C/C(/C=C/C2C=CC=CC=2)=O)=CC=1.[Pd].[Pd].O1CCOCC1. The product is [N:19]1([CH2:18][CH2:17][O:16][C:15]2[CH:14]=[C:13]([NH:1][C:2]3[N:3]=[CH:4][C:5]([C:8]([O:10][CH3:11])=[O:9])=[CH:6][N:7]=3)[CH:26]=[CH:25][CH:24]=2)[CH2:23][CH2:22][CH2:21][CH2:20]1. The yield is 0.350.